This data is from Reaction yield outcomes from USPTO patents with 853,638 reactions. The task is: Predict the reaction yield, written as a fraction of the theoretical maximum amount of product (1.0 means a 100% yield; for example, 0.34 means a 34% yield). The reactants are [Cl:1][C:2]1[CH:7]=[CH:6][C:5]([S:8]([NH:11][CH:12]2[CH2:17][CH2:16][CH2:15][CH2:14][CH:13]2[CH3:18])(=[O:10])=[O:9])=[CH:4][CH:3]=1.Br[CH2:20][C:21]1[CH:30]=[CH:29][C:24]([C:25]([O:27][CH3:28])=[O:26])=[CH:23][CH:22]=1.C(=O)([O-])[O-].[Cs+].[Cs+].C(OCC)(=O)C. The catalyst is CN(C=O)C.O. The product is [Cl:1][C:2]1[CH:7]=[CH:6][C:5]([S:8]([N:11]([CH2:20][C:21]2[CH:30]=[CH:29][C:24]([C:25]([O:27][CH3:28])=[O:26])=[CH:23][CH:22]=2)[CH:12]2[CH2:17][CH2:16][CH2:15][CH2:14][CH:13]2[CH3:18])(=[O:10])=[O:9])=[CH:4][CH:3]=1. The yield is 0.550.